From a dataset of Forward reaction prediction with 1.9M reactions from USPTO patents (1976-2016). Predict the product of the given reaction. (1) Given the reactants [F:1][C:2]1[CH:3]=[C:4]([CH:7]=[C:8]([F:11])[C:9]=1[F:10])[CH:5]=O.C1(P(C2C=CC=CC=2)(C2C=CC=CC=2)=[C:19]([CH3:25])[C:20]([O:22][CH2:23][CH3:24])=[O:21])C=CC=CC=1, predict the reaction product. The product is: [CH3:25]/[C:19](=[CH:5]\[C:4]1[CH:3]=[C:2]([F:1])[C:9]([F:10])=[C:8]([F:11])[CH:7]=1)/[C:20]([O:22][CH2:23][CH3:24])=[O:21]. (2) Given the reactants [OH-].[K+].[CH3:3][C:4]1[C:13]2[C:8](=[C:9]([C:18](=[O:20])[CH3:19])[C:10]([O:14][CH2:15][CH:16]=[CH2:17])=[CH:11][CH:12]=2)[O:7][C:6](=[O:21])[CH:5]=1.[Cl:22][C:23]1[CH:30]=[CH:29][C:26]([CH:27]=O)=[CH:25][CH:24]=1, predict the reaction product. The product is: [CH3:3][C:4]1[C:13]2[C:8](=[C:9]([C:18](=[O:20])[CH:19]=[CH:27][C:26]3[CH:29]=[CH:30][C:23]([Cl:22])=[CH:24][CH:25]=3)[C:10]([O:14][CH2:15][CH:16]=[CH2:17])=[CH:11][CH:12]=2)[O:7][C:6](=[O:21])[CH:5]=1.